Dataset: Forward reaction prediction with 1.9M reactions from USPTO patents (1976-2016). Task: Predict the product of the given reaction. (1) Given the reactants [C:1]([CH:5]1[CH2:14][CH2:13][C:12]2[N:11]=[C:10]3[S:15][C:16]([C:18](Cl)=[O:19])=[CH:17][C:9]3=[CH:8][C:7]=2[CH2:6]1)([CH3:4])([CH3:3])[CH3:2].[N:21]([CH2:24][C@@H:25]([NH2:33])[C:26]1[CH:31]=[CH:30][CH:29]=[C:28]([Br:32])[CH:27]=1)=[N+:22]=[N-:23].C(N(C(C)C)CC)(C)C, predict the reaction product. The product is: [N:21]([CH2:24][C@@H:25]([NH:33][C:18]([C:16]1[S:15][C:10]2=[N:11][C:12]3[CH2:13][CH2:14][CH:5]([C:1]([CH3:4])([CH3:3])[CH3:2])[CH2:6][C:7]=3[CH:8]=[C:9]2[CH:17]=1)=[O:19])[C:26]1[CH:31]=[CH:30][CH:29]=[C:28]([Br:32])[CH:27]=1)=[N+:22]=[N-:23]. (2) Given the reactants [CH3:1][C:2]1[C:6]([CH3:7])=[C:5]([CH3:8])[CH2:4][C:3]=1[C:9]1[CH:10]=[CH:11][CH:12]=[C:13]2[C:18]=1[N:17]=[CH:16][CH:15]=[CH:14]2.[H-].[K+].[CH3:21][Si:22](Cl)([CH3:24])[CH3:23], predict the reaction product. The product is: [CH3:8][C:5]1[C:4]([Si:22]([CH3:24])([CH3:23])[CH3:21])=[C:3]([C:9]2[CH:10]=[CH:11][CH:12]=[C:13]3[C:18]=2[N:17]=[CH:16][CH:15]=[CH:14]3)[CH:2]([CH3:1])[C:6]=1[CH3:7]. (3) Given the reactants C1C(=O)N([Br:8])C(=O)C1.[F:9][C:10]1[C:11]([OH:18])=[C:12]([CH:15]=[CH:16][CH:17]=1)[C:13]#[N:14], predict the reaction product. The product is: [Br:8][C:16]1[CH:17]=[C:10]([F:9])[C:11]([OH:18])=[C:12]([CH:15]=1)[C:13]#[N:14]. (4) Given the reactants FC1C=CC(C2C(=O)C3C(=CC=CC=3)OC=2)=CC=1.Cl[Pd:20]Cl.[C:22]1([P:28]([C:35]2[CH:40]=[CH:39][CH:38]=[CH:37][CH:36]=2)[C:29]2[CH:34]=[CH:33][CH:32]=[CH:31][CH:30]=2)[CH:27]=[CH:26][CH:25]=[CH:24][CH:23]=1.O.NN.N#N, predict the reaction product. The product is: [C:35]1([P:28]([C:22]2[CH:23]=[CH:24][CH:25]=[CH:26][CH:27]=2)[C:29]2[CH:34]=[CH:33][CH:32]=[CH:31][CH:30]=2)[CH:36]=[CH:37][CH:38]=[CH:39][CH:40]=1.[C:35]1([P:28]([C:22]2[CH:23]=[CH:24][CH:25]=[CH:26][CH:27]=2)[C:29]2[CH:34]=[CH:33][CH:32]=[CH:31][CH:30]=2)[CH:36]=[CH:37][CH:38]=[CH:39][CH:40]=1.[C:35]1([P:28]([C:22]2[CH:23]=[CH:24][CH:25]=[CH:26][CH:27]=2)[C:29]2[CH:34]=[CH:33][CH:32]=[CH:31][CH:30]=2)[CH:36]=[CH:37][CH:38]=[CH:39][CH:40]=1.[C:35]1([P:28]([C:22]2[CH:23]=[CH:24][CH:25]=[CH:26][CH:27]=2)[C:29]2[CH:34]=[CH:33][CH:32]=[CH:31][CH:30]=2)[CH:36]=[CH:37][CH:38]=[CH:39][CH:40]=1.[Pd:20].